Dataset: Forward reaction prediction with 1.9M reactions from USPTO patents (1976-2016). Task: Predict the product of the given reaction. (1) The product is: [C:1]([C:5]1[CH:10]=[CH:9][C:8]([S:11]([Cl:18])(=[O:13])=[O:12])=[C:7]([O:15][CH3:16])[CH:6]=1)([CH3:4])([CH3:3])[CH3:2]. Given the reactants [C:1]([C:5]1[CH:10]=[CH:9][C:8]([S:11](O)(=[O:13])=[O:12])=[C:7]([O:15][CH3:16])[CH:6]=1)([CH3:4])([CH3:3])[CH3:2].P(Cl)(Cl)(Cl)(Cl)[Cl:18], predict the reaction product. (2) Given the reactants Cl[C:2]1[CH:7]=[C:6]([N:8]2[CH2:13][CH2:12][N:11]([C:14]3[C:19]([C:20]([F:23])([F:22])[F:21])=[CH:18][CH:17]=[CH:16][N:15]=3)[CH2:10][CH2:9]2)[N:5]=[C:4]([N:24]2[CH2:29][CH2:28][O:27][CH2:26][CH2:25]2)[N:3]=1.[NH:30]1[CH2:35][CH2:34][CH2:33][CH2:32][CH2:31]1, predict the reaction product. The product is: [N:30]1([C:2]2[CH:7]=[C:6]([N:8]3[CH2:9][CH2:10][N:11]([C:14]4[C:19]([C:20]([F:23])([F:21])[F:22])=[CH:18][CH:17]=[CH:16][N:15]=4)[CH2:12][CH2:13]3)[N:5]=[C:4]([N:24]3[CH2:25][CH2:26][O:27][CH2:28][CH2:29]3)[N:3]=2)[CH2:35][CH2:34][CH2:33][CH2:32][CH2:31]1.